This data is from Forward reaction prediction with 1.9M reactions from USPTO patents (1976-2016). The task is: Predict the product of the given reaction. (1) Given the reactants [Cl:1][C:2]1[N:7]=[C:6]([NH:8][CH:9]([CH3:11])[CH3:10])[C:5]([NH2:12])=[CH:4][N:3]=1.[C:13]([O-])(O)=[O:14].[Na+].O.ClC(OC1C=CC=CC=1)=O, predict the reaction product. The product is: [Cl:1][C:2]1[N:7]=[C:6]2[C:5]([NH:12][C:13](=[O:14])[N:8]2[CH:9]([CH3:10])[CH3:11])=[CH:4][N:3]=1. (2) Given the reactants Br[C:2]1[CH:26]=[CH:25][C:5]2[C:6]3[N:10]([CH2:11][CH2:12][O:13][C:4]=2[CH:3]=1)[CH:9]=[C:8]([C:14]1[N:15]([CH2:20][C:21]([F:24])([F:23])[F:22])[N:16]=[C:17]([CH3:19])[N:18]=1)[N:7]=3.[NH:27]1[CH2:34][CH2:33][CH2:32][C@H:28]1[C:29]([OH:31])=[O:30], predict the reaction product. The product is: [CH3:19][C:17]1[N:18]=[C:14]([C:8]2[N:7]=[C:6]3[N:10]([CH2:11][CH2:12][O:13][C:4]4[CH:3]=[C:2]([N:27]5[CH2:34][CH2:33][CH2:32][C@H:28]5[C:29]([OH:31])=[O:30])[CH:26]=[CH:25][C:5]=43)[CH:9]=2)[N:15]([CH2:20][C:21]([F:23])([F:22])[F:24])[N:16]=1. (3) Given the reactants [C:1]1([C:19]2[CH:24]=[CH:23][CH:22]=[CH:21][CH:20]=2)[CH:6]=[CH:5][C:4]([CH2:7][CH2:8][NH:9][C:10]([C:12]2[N:13]=[N:14][C:15](Cl)=[CH:16][CH:17]=2)=[O:11])=[CH:3][CH:2]=1.[N:25]1([C:31]([C:33]2[CH:38]=[CH:37][CH:36]=[CH:35][C:34]=2[C:39]([F:42])([F:41])[F:40])=[O:32])[CH2:30][CH2:29][NH:28][CH2:27][CH2:26]1, predict the reaction product. The product is: [C:1]1([C:19]2[CH:24]=[CH:23][CH:22]=[CH:21][CH:20]=2)[CH:6]=[CH:5][C:4]([CH2:7][CH2:8][NH:9][C:10]([C:12]2[N:13]=[N:14][C:15]([N:28]3[CH2:29][CH2:30][N:25]([C:31](=[O:32])[C:33]4[CH:38]=[CH:37][CH:36]=[CH:35][C:34]=4[C:39]([F:42])([F:40])[F:41])[CH2:26][CH2:27]3)=[CH:16][CH:17]=2)=[O:11])=[CH:3][CH:2]=1. (4) Given the reactants [C:1]1([S:7](Cl)(=[O:9])=[O:8])[CH:6]=[CH:5][CH:4]=[CH:3][CH:2]=1.[Cl:11][C:12]1[CH:19]=[CH:18][C:15]([CH2:16][NH2:17])=[CH:14][CH:13]=1.CCN(CC)CC, predict the reaction product. The product is: [Cl:11][C:12]1[CH:19]=[CH:18][C:15]([CH2:16][NH:17][S:7]([C:1]2[CH:6]=[CH:5][CH:4]=[CH:3][CH:2]=2)(=[O:9])=[O:8])=[CH:14][CH:13]=1. (5) The product is: [CH:1]([N:4]1[C:8]2[CH:9]=[CH:10][CH:11]=[CH:12][C:7]=2[N:6]([C:13]([NH:15][CH2:16][CH:17]2[CH2:18][CH2:19][N:20]([CH2:23][C:24]3([C:29]([OH:31])=[O:30])[CH2:28][CH2:27][CH2:26][CH2:25]3)[CH2:21][CH2:22]2)=[O:14])[C:5]1=[O:33])([CH3:3])[CH3:2]. Given the reactants [CH:1]([N:4]1[C:8]2[CH:9]=[CH:10][CH:11]=[CH:12][C:7]=2[N:6]([C:13]([NH:15][CH2:16][CH:17]2[CH2:22][CH2:21][N:20]([CH2:23][C:24]3([C:29]([O:31]C)=[O:30])[CH2:28][CH2:27][CH2:26][CH2:25]3)[CH2:19][CH2:18]2)=[O:14])[C:5]1=[O:33])([CH3:3])[CH3:2].Cl, predict the reaction product.